This data is from CYP2D6 inhibition data for predicting drug metabolism from PubChem BioAssay. The task is: Regression/Classification. Given a drug SMILES string, predict its absorption, distribution, metabolism, or excretion properties. Task type varies by dataset: regression for continuous measurements (e.g., permeability, clearance, half-life) or binary classification for categorical outcomes (e.g., BBB penetration, CYP inhibition). Dataset: cyp2d6_veith. (1) The compound is CCC(CC)c1nnc(NC(=O)c2ccc3ccccc3n2)s1. The result is 0 (non-inhibitor). (2) The drug is Cc1cc(-c2n[nH]c(=S)o2)c(C)n1-c1ccccc1. The result is 0 (non-inhibitor).